This data is from Reaction yield outcomes from USPTO patents with 853,638 reactions. The task is: Predict the reaction yield, written as a fraction of the theoretical maximum amount of product (1.0 means a 100% yield; for example, 0.34 means a 34% yield). (1) The reactants are [Cl:1][C:2]1[CH:3]=[C:4]2[C:8](=[CH:9][CH:10]=1)[NH:7][C:6]([C:11]([NH:13][NH:14][C:15](=[O:24])[C:16]1[CH:21]=[CH:20][C:19]([F:22])=[CH:18][C:17]=1[NH2:23])=[O:12])=[CH:5]2.[C:25]1([CH3:35])[CH:30]=[CH:29][C:28]([S:31]([OH:34])(=[O:33])=[O:32])=[CH:27][CH:26]=1. The catalyst is C1COCC1.CO.O. The product is [C:25]1([CH3:35])[CH:26]=[CH:27][C:28]([S:31]([OH:34])(=[O:32])=[O:33])=[CH:29][CH:30]=1.[Cl:1][C:2]1[CH:3]=[C:4]2[C:8](=[CH:9][CH:10]=1)[NH:7][C:6]([C:11]([NH:13][NH:14][C:15](=[O:24])[C:16]1[CH:21]=[CH:20][C:19]([F:22])=[CH:18][C:17]=1[NH2:23])=[O:12])=[CH:5]2. The yield is 0.860. (2) The reactants are Cl.[NH:2]1[CH:6]=[C:5]([CH2:7][C:8]([OH:10])=[O:9])[N:4]=[CH:3]1.[C:11]1([CH3:21])[CH:16]=[CH:15][C:14]([S:17](Cl)(=[O:19])=[O:18])=[CH:13][CH:12]=1. The catalyst is [OH-].[Na+].O. The product is [C:11]1([CH3:21])[CH:16]=[CH:15][C:14]([S:17]([N:2]2[CH:6]=[C:5]([CH2:7][C:8]([OH:10])=[O:9])[N:4]=[CH:3]2)(=[O:19])=[O:18])=[CH:13][CH:12]=1. The yield is 0.630. (3) The catalyst is CCO. The reactants are [CH3:1][C:2]1[CH:3]=[CH:4][CH:5]=[C:6]2[C:11]=1[C:10](=[O:12])[N:9]([C:13]1[CH:18]=[CH:17][CH:16]=[CH:15][C:14]=1[CH3:19])[C:8]([CH2:20][NH:21][CH3:22])=[CH:7]2.Cl[C:24]1[N:32]=[CH:31][N:30]=[C:29]2[C:25]=1[N:26]=[CH:27][N:28]2[CH:33]1[CH2:38][CH2:37][CH2:36][CH2:35][O:34]1. The product is [CH3:1][C:2]1[CH:3]=[CH:4][CH:5]=[C:6]2[C:11]=1[C:10](=[O:12])[N:9]([C:13]1[CH:18]=[CH:17][CH:16]=[CH:15][C:14]=1[CH3:19])[C:8]([CH2:20][N:21]([CH3:22])[C:24]1[N:32]=[CH:31][N:30]=[C:29]3[C:25]=1[N:26]=[CH:27][N:28]3[CH:33]1[CH2:38][CH2:37][CH2:36][CH2:35][O:34]1)=[CH:7]2. The yield is 0.510. (4) The reactants are [CH3:1][O:2][C:3]1[CH:4]=[C:5]2[C:10](=[CH:11][CH:12]=1)[CH:9]=[C:8]([C@H:13]([CH3:17])[C:14]([OH:16])=[O:15])[CH:7]=[CH:6]2.[OH:18][CH2:19][CH2:20][N:21]([CH2:32][CH2:33]O)[S:22]([C:25]1[CH:30]=[CH:29][C:28]([CH3:31])=[CH:27][CH:26]=1)(=[O:24])=[O:23].Cl.CN(C)CCCN=C=NCC. The product is [CH3:1][O:2][C:3]1[CH:4]=[C:5]2[C:10](=[CH:11][CH:12]=1)[CH:9]=[C:8]([C@H:13]([CH3:17])[C:14]([O:16][CH2:33][CH2:32][N:21]([CH2:20][CH2:19][OH:18])[S:22]([C:25]1[CH:30]=[CH:29][C:28]([CH3:31])=[CH:27][CH:26]=1)(=[O:24])=[O:23])=[O:15])[CH:7]=[CH:6]2. The catalyst is C(Cl)Cl.CN(C=O)C. The yield is 0.700. (5) The reactants are C1C(=O)N([I:8])C(=O)C1.[Br:9][C:10]1[CH:11]=[CH:12][C:13]([OH:17])=[N:14][C:15]=1[Cl:16]. The catalyst is CO. The yield is 0.830. The product is [Br:9][C:10]1[CH:11]=[C:12]([I:8])[C:13]([OH:17])=[N:14][C:15]=1[Cl:16]. (6) The reactants are Br.[NH2:2][C:3]1[C:11]([OH:12])=[CH:10][CH:9]=[CH:8][C:4]=1[C:5]([OH:7])=[O:6].C(N(CC)CC)C.Cl.[C:21]([N:24]1[CH2:29][CH2:28][CH:27]([C:30](Cl)=O)[CH2:26][CH2:25]1)(=[O:23])[CH3:22].O.C1(C)C=CC(S(O)(=O)=O)=CC=1. The catalyst is ClCCl.C1(C)C=CC=CC=1.O. The product is [C:21]([N:24]1[CH2:29][CH2:28][CH:27]([C:30]2[O:12][C:11]3[C:3](=[C:4]([C:5]([OH:7])=[O:6])[CH:8]=[CH:9][CH:10]=3)[N:2]=2)[CH2:26][CH2:25]1)(=[O:23])[CH3:22]. The yield is 0.210. (7) The reactants are CC1(C)C(C)(C)OB([C:9]2[CH:10]=[CH:11][C:12]([C:15]#[N:16])=[N:13][CH:14]=2)O1.Br[C:19]1[CH:26]=[CH:25][CH:24]=[CH:23][C:20]=1[CH:21]=[O:22].C(#N)C.C(=O)([O-])[O-].[Na+].[Na+]. The catalyst is Cl[Pd](Cl)([P](C1C=CC=CC=1)(C1C=CC=CC=1)C1C=CC=CC=1)[P](C1C=CC=CC=1)(C1C=CC=CC=1)C1C=CC=CC=1.C(OCC)(=O)C. The product is [CH:21]([C:20]1[CH:23]=[CH:24][CH:25]=[CH:26][C:19]=1[C:9]1[CH:10]=[CH:11][C:12]([C:15]#[N:16])=[N:13][CH:14]=1)=[O:22]. The yield is 0.720. (8) The reactants are [N:1]1[CH:6]=[CH:5][C:4]([CH2:7][C:8]([O:10][CH2:11][CH3:12])=[O:9])=[CH:3][CH:2]=1.[H-].[Na+].[CH3:15]I. The catalyst is C1COCC1. The product is [N:1]1[CH:6]=[CH:5][C:4]([CH:7]([CH3:15])[C:8]([O:10][CH2:11][CH3:12])=[O:9])=[CH:3][CH:2]=1. The yield is 0.507. (9) The reactants are [Cl:1][CH2:2][C:3]([C:5]1[CH:10]=[CH:9][CH:8]=[CH:7][CH:6]=1)=[O:4].[F:11][C:12]1[CH:13]=[C:14]([NH:18][CH:19]([C:31]2[CH:32]=[N:33][C:34]([O:37][CH3:38])=[CH:35][CH:36]=2)[C:20]([O:22][C@@H:23]2[CH:28]3[CH2:29][CH2:30][N:25]([CH2:26][CH2:27]3)[CH2:24]2)=[O:21])[CH:15]=[CH:16][CH:17]=1.CC#N.O. The catalyst is CCOC(C)=O. The product is [Cl-:1].[F:11][C:12]1[CH:13]=[C:14]([NH:18][CH:19]([C:31]2[CH:32]=[N:33][C:34]([O:37][CH3:38])=[CH:35][CH:36]=2)[C:20]([O:22][C@@H:23]2[CH:28]3[CH2:27][CH2:26][N+:25]([CH2:2][C:3](=[O:4])[C:5]4[CH:10]=[CH:9][CH:8]=[CH:7][CH:6]=4)([CH2:30][CH2:29]3)[CH2:24]2)=[O:21])[CH:15]=[CH:16][CH:17]=1. The yield is 0.207.